Dataset: P-glycoprotein inhibition data for predicting drug efflux from Broccatelli et al.. Task: Regression/Classification. Given a drug SMILES string, predict its absorption, distribution, metabolism, or excretion properties. Task type varies by dataset: regression for continuous measurements (e.g., permeability, clearance, half-life) or binary classification for categorical outcomes (e.g., BBB penetration, CYP inhibition). Dataset: pgp_broccatelli. The compound is CC[C@@]1([C@H]2O[C@@H]([C@H]3O[C@@](O)(CO)[C@@H](C)C[C@H]3C)C[C@@H]2C)CC[C@H]([C@]2(C)CC[C@@]3(C[C@@H](O)[C@@H](C)[C@@H]([C@H](C)[C@@H](OC)[C@@H](C)C(=O)O)O3)O2)O1. The result is 1 (inhibitor).